From a dataset of Reaction yield outcomes from USPTO patents with 853,638 reactions. Predict the reaction yield, written as a fraction of the theoretical maximum amount of product (1.0 means a 100% yield; for example, 0.34 means a 34% yield). (1) The reactants are CS(Cl)(=O)=O.[N:6]1[C:15]2[C:10](=[CH:11][C:12]([CH2:16][N:17]3[C:21]4=[N:22][C:23]([C:26]5[CH:27]=[N:28][N:29]([CH2:31][CH2:32]O)[CH:30]=5)=[CH:24][CH:25]=[C:20]4[N:19]=[N:18]3)=[CH:13][CH:14]=2)[CH:9]=[CH:8][CH:7]=1.C(N(CC)CC)C.[F-:41].[Cs+]. The catalyst is ClCCl.O.C(O)(C)(C)C. The product is [F:41][CH2:32][CH2:31][N:29]1[CH:30]=[C:26]([C:23]2[N:22]=[C:21]3[N:17]([CH2:16][C:12]4[CH:11]=[C:10]5[C:15](=[CH:14][CH:13]=4)[N:6]=[CH:7][CH:8]=[CH:9]5)[N:18]=[N:19][C:20]3=[CH:25][CH:24]=2)[CH:27]=[N:28]1. The yield is 0.100. (2) The reactants are [O:1]1[CH2:6][CH2:5][N:4]([C:7]2[N:12]=[C:11]([N:13]3[CH2:18][CH2:17][O:16][CH2:15][CH2:14]3)[N:10]=[C:9]([C:19]3[CH:24]=[CH:23][C:22]([CH2:25][C:26]([OH:28])=O)=[CH:21][CH:20]=3)[N:8]=2)[CH2:3][CH2:2]1.[NH2:29][C:30]1[CH:31]=[N:32][CH:33]=[CH:34][CH:35]=1. No catalyst specified. The product is [N:4]1([C:7]2[N:12]=[C:11]([N:13]3[CH2:18][CH2:17][O:16][CH2:15][CH2:14]3)[N:10]=[C:9]([C:19]3[CH:20]=[CH:21][C:22]([CH2:25][C:26]([NH:29][C:30]4[CH:31]=[N:32][CH:33]=[CH:34][CH:35]=4)=[O:28])=[CH:23][CH:24]=3)[N:8]=2)[CH2:5][CH2:6][O:1][CH2:2][CH2:3]1. The yield is 0.440. (3) The yield is 0.790. The product is [C:12]1([S:18]([N:21]2[C:29]3[C:24](=[CH:25][C:26]([C:9](=[O:11])[CH3:10])=[CH:27][CH:28]=3)[CH2:23][CH2:22]2)(=[O:20])=[O:19])[CH:13]=[CH:14][CH:15]=[CH:16][CH:17]=1. The catalyst is C(Cl)Cl. The reactants are [Al+3].[Cl-].[Cl-].[Cl-].C(O[C:9](=[O:11])[CH3:10])(=O)C.[C:12]1([S:18]([N:21]2[C:29]3[C:24](=[CH:25][CH:26]=[CH:27][CH:28]=3)[CH2:23][CH2:22]2)(=[O:20])=[O:19])[CH:17]=[CH:16][CH:15]=[CH:14][CH:13]=1. (4) The reactants are Cl[C:2]1[C:3]([O:8][CH:9]2[CH2:14][CH2:13][N:12]([C:15]3[CH:24]=[CH:23][C:22]4[C:17](=[CH:18][CH:19]=[CH:20][CH:21]=4)[N:16]=3)[CH2:11][CH2:10]2)=[N:4][CH:5]=[CH:6][N:7]=1.[NH:25]1[CH2:30][CH2:29][NH:28][CH2:27][CH2:26]1.C([O-])([O-])=O.[K+].[K+].CC(O)C. The catalyst is O. The product is [N:25]1([C:2]2[C:3]([O:8][CH:9]3[CH2:14][CH2:13][N:12]([C:15]4[CH:24]=[CH:23][C:22]5[C:17](=[CH:18][CH:19]=[CH:20][CH:21]=5)[N:16]=4)[CH2:11][CH2:10]3)=[N:4][CH:5]=[CH:6][N:7]=2)[CH2:30][CH2:29][NH:28][CH2:27][CH2:26]1. The yield is 0.300. (5) The reactants are [CH3:1][N:2]1[C:6]([C:7](Cl)=[O:8])=[CH:5][C:4]([CH3:10])=[N:3]1.C1COCC1.[C:16]([C:18]1[CH:19]=[C:20]([NH2:24])[CH:21]=[CH:22][CH:23]=1)#[CH:17]. The catalyst is CCN(CC)CC. The product is [C:16]([C:18]1[CH:19]=[C:20]([NH:24][C:7]([C:6]2[N:2]([CH3:1])[N:3]=[C:4]([CH3:10])[CH:5]=2)=[O:8])[CH:21]=[CH:22][CH:23]=1)#[CH:17]. The yield is 0.720. (6) The reactants are [BH4-].[Na+].[O:3]=[C:4]1[C:9]([CH2:10][C:11]2[CH:16]=[CH:15][C:14]([C:17]3[C:18]([C:23]#[N:24])=[CH:19][CH:20]=[CH:21][CH:22]=3)=[CH:13][CH:12]=2)=[C:8]([CH2:25][CH2:26][CH3:27])[N:7]2[N:28]=[CH:29][N:30]=[C:6]2[N:5]1[CH:31]1[CH2:36][CH2:35][C:34](=[O:37])[CH2:33][CH2:32]1.O1CCCC1.[Cl-].[NH4+]. The catalyst is CO. The product is [OH:37][C@@H:34]1[CH2:35][CH2:36][C@H:31]([N:5]2[C:4](=[O:3])[C:9]([CH2:10][C:11]3[CH:16]=[CH:15][C:14]([C:17]4[C:18]([C:23]#[N:24])=[CH:19][CH:20]=[CH:21][CH:22]=4)=[CH:13][CH:12]=3)=[C:8]([CH2:25][CH2:26][CH3:27])[N:7]3[N:28]=[CH:29][N:30]=[C:6]23)[CH2:32][CH2:33]1. The yield is 0.130. (7) The reactants are C1CCN2C(=NCCC2)CC1.[Br:12][C:13]1[CH:18]=[CH:17][C:16]([NH:19][C:20]2[C:21]([C:29]3[N:33](CCC#N)[N:32]=[N:31][N:30]=3)=[CH:22][N:23]([CH3:28])[C:24](=[O:27])[C:25]=2[CH3:26])=[C:15]([F:38])[CH:14]=1. The catalyst is C(Cl)Cl.C(OCC)(=O)C. The product is [Br:12][C:13]1[CH:18]=[CH:17][C:16]([NH:19][C:20]2[C:21]([C:29]3[NH:33][N:32]=[N:31][N:30]=3)=[CH:22][N:23]([CH3:28])[C:24](=[O:27])[C:25]=2[CH3:26])=[C:15]([F:38])[CH:14]=1. The yield is 0.770. (8) The reactants are [Cl:1][C:2]1[CH:3]=[C:4]([CH:7]=[CH:8][C:9]=1[O:10][C:11]1[CH:16]=[CH:15][C:14]([CH:17]=[O:18])=[CH:13][CH:12]=1)[C:5]#[N:6].C(=O)([O-])[O-:20].[K+].[K+].OO. The catalyst is CS(C)=O. The product is [Cl:1][C:2]1[CH:3]=[C:4]([CH:7]=[CH:8][C:9]=1[O:10][C:11]1[CH:16]=[CH:15][C:14]([CH:17]=[O:18])=[CH:13][CH:12]=1)[C:5]([NH2:6])=[O:20]. The yield is 0.840. (9) The reactants are [NH2:1][C:2]1[CH:11]=[CH:10][C:5]([C:6]([O:8][CH3:9])=[O:7])=[CH:4][CH:3]=1.[CH3:12][C:13]1[C:17](/[CH:18]=[CH:19]/[C:20](O)=[O:21])=[C:16]([C:23]2[CH:28]=[CH:27][CH:26]=[CH:25][CH:24]=2)[O:15][N:14]=1.O.ON1C2C=CC=CC=2N=N1.Cl.C(N=C=NCCCN(C)C)C. The catalyst is O.CN(C)C=O. The product is [CH3:9][O:8][C:6]([C:5]1[CH:4]=[CH:3][C:2]([NH:1][C:20](=[O:21])/[CH:19]=[CH:18]/[C:17]2[C:13]([CH3:12])=[N:14][O:15][C:16]=2[C:23]2[CH:24]=[CH:25][CH:26]=[CH:27][CH:28]=2)=[CH:11][CH:10]=1)=[O:7]. The yield is 0.920.